Dataset: Forward reaction prediction with 1.9M reactions from USPTO patents (1976-2016). Task: Predict the product of the given reaction. (1) Given the reactants [C:1]([N:4]1[CH2:9][CH2:8][N:7]([C:10]2[CH:15]=[CH:14][C:13]([NH:16][C:17]3[N:22]=[C:21]([NH:23][CH2:24][CH:25]4[CH2:30][CH2:29][NH:28][CH2:27][CH2:26]4)[C:20]([C:31]([NH2:33])=[O:32])=[CH:19][N:18]=3)=[CH:12][CH:11]=2)[CH2:6][CH2:5]1)(=[O:3])[CH3:2].[O:34]([C:36]#[N:37])[K], predict the reaction product. The product is: [C:1]([N:4]1[CH2:5][CH2:6][N:7]([C:10]2[CH:11]=[CH:12][C:13]([NH:16][C:17]3[N:22]=[C:21]([NH:23][CH2:24][CH:25]4[CH2:30][CH2:29][N:28]([C:36](=[O:34])[NH2:37])[CH2:27][CH2:26]4)[C:20]([C:31]([NH2:33])=[O:32])=[CH:19][N:18]=3)=[CH:14][CH:15]=2)[CH2:8][CH2:9]1)(=[O:3])[CH3:2]. (2) Given the reactants [CH3:1][O:2][C:3]1[CH:8]=[CH:7][C:6]([CH2:9][CH2:10][OH:11])=[CH:5][CH:4]=1.[H-].[Na+].I[CH3:15], predict the reaction product. The product is: [CH3:1][O:2][C:3]1[CH:8]=[CH:7][C:6]([CH2:9][CH2:10][O:11][CH3:15])=[CH:5][CH:4]=1. (3) Given the reactants [CH3:1][N:2]([CH3:21])[C:3]([C:5]1[CH:6]=[C:7]([S:11]([N:14]2[CH2:17][CH:16]([C:18]([OH:20])=[O:19])[CH2:15]2)(=[O:13])=[O:12])[CH:8]=[CH:9][CH:10]=1)=[O:4].[Cl:22][C:23]1[CH:24]=[N+:25]([O-:48])[CH:26]=[C:27]([Cl:47])[C:28]=1[CH2:29][C@@H:30]([C:32]1[CH:37]=[CH:36][C:35]([O:38][CH:39]([F:41])[F:40])=[C:34]([O:42][CH2:43][CH:44]2[CH2:46][CH2:45]2)[CH:33]=1)O.C(Cl)CCl, predict the reaction product. The product is: [Cl:22][C:23]1[CH:24]=[N+:25]([O-:48])[CH:26]=[C:27]([Cl:47])[C:28]=1[CH2:29][C@@H:30]([C:32]1[CH:37]=[CH:36][C:35]([O:38][CH:39]([F:41])[F:40])=[C:34]([O:42][CH2:43][CH:44]2[CH2:46][CH2:45]2)[CH:33]=1)[O:19][C:18]([CH:16]1[CH2:17][N:14]([S:11]([C:7]2[CH:8]=[CH:9][CH:10]=[C:5]([C:3](=[O:4])[N:2]([CH3:21])[CH3:1])[CH:6]=2)(=[O:12])=[O:13])[CH2:15]1)=[O:20].